From a dataset of CYP2D6 inhibition data for predicting drug metabolism from PubChem BioAssay. Regression/Classification. Given a drug SMILES string, predict its absorption, distribution, metabolism, or excretion properties. Task type varies by dataset: regression for continuous measurements (e.g., permeability, clearance, half-life) or binary classification for categorical outcomes (e.g., BBB penetration, CYP inhibition). Dataset: cyp2d6_veith. The drug is COCCn1c(=O)c(-c2ccc(OC)cc2)nc2cnc(N3CCNCC3)nc21. The result is 0 (non-inhibitor).